This data is from Full USPTO retrosynthesis dataset with 1.9M reactions from patents (1976-2016). The task is: Predict the reactants needed to synthesize the given product. (1) Given the product [CH2:27]([N:34]1[C:42]2[C:37](=[CH:38][CH:39]=[CH:40][CH:41]=2)[C:36]([CH2:43][O:44][CH2:45][CH2:46][O:47][C:48]([CH3:53])([CH3:52])[C:49]([NH:23][OH:24])=[O:50])=[N:35]1)[C:28]1[CH:33]=[CH:32][CH:31]=[CH:30][CH:29]=1, predict the reactants needed to synthesize it. The reactants are: C(N1C2C(=CC=CC=2)C(COC(C)(C)C([NH:23][OH:24])=O)=N1)(=O)C1C=CC=CC=1.[CH2:27]([N:34]1[C:42]2[C:37](=[CH:38][CH:39]=[CH:40][CH:41]=2)[C:36]([CH2:43][O:44][CH2:45][CH2:46][O:47][C:48]([CH3:53])([CH3:52])[C:49](O)=[O:50])=[N:35]1)[C:28]1[CH:33]=[CH:32][CH:31]=[CH:30][CH:29]=1. (2) Given the product [NH:9]1[CH2:8][CH:7]([N:5]2[CH:6]=[C:2]([NH:1][C:25]3[N:26]=[CH:27][C:28]([O:31][CH2:32][C:33]4[C:34]([F:44])=[C:35]([O:42][CH3:43])[CH:36]=[C:37]([O:40][CH3:41])[C:38]=4[F:39])=[CH:29][N:30]=3)[CH:3]=[N:4]2)[CH2:10]1, predict the reactants needed to synthesize it. The reactants are: [NH2:1][C:2]1[CH:3]=[N:4][N:5]([CH:7]2[CH2:10][N:9](C(OC(C)(C)C)=O)[CH2:8]2)[CH:6]=1.C(=O)([O-])[O-].[Cs+].[Cs+].Cl[C:25]1[N:30]=[CH:29][C:28]([O:31][CH2:32][C:33]2[C:38]([F:39])=[C:37]([O:40][CH3:41])[CH:36]=[C:35]([O:42][CH3:43])[C:34]=2[F:44])=[CH:27][N:26]=1.C(O)(C)(C)C. (3) Given the product [CH3:20][O:19][C:18]1[CH:17]=[C:16]([CH:21]=[O:22])[N:15]=[N:14][C:13]=1[O:12][CH3:11], predict the reactants needed to synthesize it. The reactants are: C(Cl)(=O)C(Cl)=O.CS(C)=O.[CH3:11][O:12][C:13]1[N:14]=[N:15][C:16]([CH2:21][OH:22])=[CH:17][C:18]=1[O:19][CH3:20].C(N(CC)CC)C. (4) The reactants are: C[O:2][C:3](=[O:20])[C:4]1[C:5](=[C:10]([NH:14][CH2:15][CH2:16][CH2:17][CH2:18][CH3:19])[CH:11]=[CH:12][CH:13]=1)[C:6]([O:8]C)=[O:7].COCCNC1C=CC=C(C(O)=O)C=1C(O)=O. Given the product [CH2:15]([NH:14][C:10]1[CH:11]=[CH:12][CH:13]=[C:4]([C:3]([OH:20])=[O:2])[C:5]=1[C:6]([OH:8])=[O:7])[CH2:16][CH2:17][CH2:18][CH3:19], predict the reactants needed to synthesize it.